From a dataset of Forward reaction prediction with 1.9M reactions from USPTO patents (1976-2016). Predict the product of the given reaction. Given the reactants [Br:1][C:2]1[CH:29]=[CH:28][C:5]([CH2:6][O:7][C@H:8]([C@@H:11]2[CH2:13][C@@H:12]2[CH:14]2[CH2:19][CH2:18][N:17]([C:20]3[N:25]=[CH:24][C:23]([CH2:26][CH3:27])=[CH:22][N:21]=3)[CH2:16][CH2:15]2)[CH2:9][OH:10])=[CH:4][CH:3]=1.[CH3:30][Si]([N-][Si](C)(C)C)(C)C.[Na+].CI, predict the reaction product. The product is: [Br:1][C:2]1[CH:29]=[CH:28][C:5]([CH2:6][O:7][C@H:8]([C@@H:11]2[CH2:13][C@@H:12]2[CH:14]2[CH2:15][CH2:16][N:17]([C:20]3[N:21]=[CH:22][C:23]([CH2:26][CH3:27])=[CH:24][N:25]=3)[CH2:18][CH2:19]2)[CH2:9][O:10][CH3:30])=[CH:4][CH:3]=1.